Task: Predict the product of the given reaction.. Dataset: Forward reaction prediction with 1.9M reactions from USPTO patents (1976-2016) (1) The product is: [NH2:1][CH:2]([CH2:3][CH:4]([CH3:6])[CH3:5])[C:7]([O-:9])=[O:8].[K+:11]. Given the reactants [NH2:1][C@H:2]([C:7]([OH:9])=[O:8])[CH2:3][CH:4]([CH3:6])[CH3:5].[OH-].[K+:11], predict the reaction product. (2) The product is: [NH:52]1[CH2:59][CH2:58][CH2:57][CH:53]1[C:54]([NH:1][C:2]1[CH:3]=[CH:4][C:5]([O:26][C:27]([F:29])([F:28])[F:30])=[C:6]([NH:8][C:9]2[N:18]=[CH:17][C:16]3[CH2:15][CH2:14][C:13]4[C:19]([C:23]([NH2:25])=[O:24])=[N:20][N:21]([CH3:22])[C:12]=4[C:11]=3[N:10]=2)[CH:7]=1)=[O:55].[F:30][C:27]([F:28])([F:29])[C:45]([O-:47])=[O:46]. Given the reactants [NH2:1][C:2]1[CH:3]=[CH:4][C:5]([O:26][C:27]([F:30])([F:29])[F:28])=[C:6]([NH:8][C:9]2[N:18]=[CH:17][C:16]3[CH2:15][CH2:14][C:13]4[C:19]([C:23]([NH2:25])=[O:24])=[N:20][N:21]([CH3:22])[C:12]=4[C:11]=3[N:10]=2)[CH:7]=1.CN(C)C=O.CCN(C(C)C)C(C)C.[C:45]([N:52]1[CH2:59][CH2:58][CH2:57][C@H:53]1[C:54](O)=[O:55])([O:47]C(C)(C)C)=[O:46], predict the reaction product. (3) Given the reactants [C:1]([O:5][C:6]([N:8]1[CH:12]=[CH:11][CH:10]=[C:9]1[C:13]1[CH:14]=[CH:15][C:16]2[NH:22][C:21](=[O:23])[CH2:20][O:19][C:18]([C:25]3[O:26][CH:27]=[CH:28][CH:29]=3)([CH3:24])[C:17]=2[CH:30]=1)=[O:7])([CH3:4])([CH3:3])[CH3:2].ClS([N:35]=[C:36]=O)(=O)=O, predict the reaction product. The product is: [C:1]([O:5][C:6]([N:8]1[C:9]([C:13]2[CH:14]=[CH:15][C:16]3[NH:22][C:21](=[O:23])[CH2:20][O:19][C:18]([C:25]4[O:26][CH:27]=[CH:28][CH:29]=4)([CH3:24])[C:17]=3[CH:30]=2)=[CH:10][CH:11]=[C:12]1[C:36]#[N:35])=[O:7])([CH3:2])([CH3:3])[CH3:4]. (4) Given the reactants [CH2:1]([S:3]([OH:6])(=[O:5])=[O:4])[CH3:2].[CH:7]1[C:8]([CH2:16][C@@H:17]([NH2:34])[CH2:18][C:19]([N:21]2[CH2:33][C:25]3=[N:26][N:27]=[C:28]([C:29]([F:32])([F:31])[F:30])[N:24]3[CH2:23][CH2:22]2)=[O:20])=[C:9]([F:15])[CH:10]=[C:11]([F:14])[C:12]=1[F:13], predict the reaction product. The product is: [CH:7]1[C:8]([CH2:16][C@@H:17]([NH2:34])[CH2:18][C:19]([N:21]2[CH2:33][C:25]3=[N:26][N:27]=[C:28]([C:29]([F:32])([F:31])[F:30])[N:24]3[CH2:23][CH2:22]2)=[O:20])=[C:9]([F:15])[CH:10]=[C:11]([F:14])[C:12]=1[F:13].[S:3]([CH2:1][CH3:2])([O-:6])(=[O:5])=[O:4]. (5) Given the reactants COCCO[C:6]1[CH:7]=[C:8]2[C:13](=[CH:14][C:15]=1OCCOC)[N:12]=[CH:11][N:10]=[C:9]2Cl.OC1ON=C(C2C=CC=CC=2)C=1.C(N(CC)CC)C, predict the reaction product. The product is: [N:12]1[C:13]2[C:8](=[CH:7][CH:6]=[CH:15][CH:14]=2)[CH:9]=[N:10][CH:11]=1.